From a dataset of Forward reaction prediction with 1.9M reactions from USPTO patents (1976-2016). Predict the product of the given reaction. (1) Given the reactants C(OC(=O)[NH:7][C@H:8]([C:13](=[O:34])[NH:14][CH:15]1[CH2:21][CH2:20][CH2:19][N:18]([S:22]([C:25]2[CH:30]=[CH:29][C:28]([O:31][CH3:32])=[CH:27][CH:26]=2)(=[O:24])=[O:23])[CH2:17][CH:16]1[OH:33])[CH2:9][CH:10]([CH3:12])[CH3:11])(C)(C)C.[ClH:36], predict the reaction product. The product is: [ClH:36].[OH:33][CH:16]1[CH:15]([NH:14][C:13](=[O:34])[C@@H:8]([NH2:7])[CH2:9][CH:10]([CH3:12])[CH3:11])[CH2:21][CH2:20][CH2:19][N:18]([S:22]([C:25]2[CH:30]=[CH:29][C:28]([O:31][CH3:32])=[CH:27][CH:26]=2)(=[O:24])=[O:23])[CH2:17]1. (2) Given the reactants [CH:1]1[CH:6]=[C:5]([NH:7][C:8]2[N:13]=[CH:12][CH:11]=[CH:10][CH:9]=2)[N:4]=[CH:3][CH:2]=1.[H-].[Na+].Cl[CH2:17][C:18]1[N:22]([CH3:23])[C:21]2[CH:24]=[CH:25][CH:26]=[CH:27][C:20]=2[N:19]=1, predict the reaction product. The product is: [CH3:23][N:22]1[C:21]2[CH:24]=[CH:25][CH:26]=[CH:27][C:20]=2[N:19]=[C:18]1[CH2:17][N:7]([C:5]1[CH:6]=[CH:1][CH:2]=[CH:3][N:4]=1)[C:8]1[CH:9]=[CH:10][CH:11]=[CH:12][N:13]=1. (3) Given the reactants [F:1][C:2]1[CH:15]=[C:14]2[C:5]([O:6][C:7]3[CH:8]=[CH:9][C:10]([NH:16]C(=O)OC(C)(C)C)=[CH:11][C:12]=3[CH2:13]2)=[C:4]([C:24]2[CH:29]=[C:28]([N:30]3[CH2:35][CH2:34][O:33][CH2:32][CH2:31]3)[CH:27]=[C:26]([O:36]CC3C=CC(OC)=CC=3)[N:25]=2)[CH:3]=1.Cl.O1CCOCC1, predict the reaction product. The product is: [NH2:16][C:10]1[CH:11]=[C:12]2[C:7]([O:6][C:5]3[C:4]([C:24]4[NH:25][C:26](=[O:36])[CH:27]=[C:28]([N:30]5[CH2:35][CH2:34][O:33][CH2:32][CH2:31]5)[CH:29]=4)=[CH:3][C:2]([F:1])=[CH:15][C:14]=3[CH2:13]2)=[CH:8][CH:9]=1. (4) Given the reactants C[O:2][C:3](=[O:17])[CH2:4][O:5][C:6]1[CH:15]=[CH:14][C:13]([SH:16])=[C:12]2[C:7]=1[CH2:8][CH2:9][CH2:10][O:11]2.[F:18][C:19]([F:37])([F:36])[C:20]1[CH:35]=[CH:34][C:23]([CH2:24][O:25][C:26]2[CH:31]=[CH:30][CH:29]=[C:28]([CH2:32]Cl)[CH:27]=2)=[CH:22][CH:21]=1, predict the reaction product. The product is: [F:18][C:19]([F:36])([F:37])[C:20]1[CH:35]=[CH:34][C:23]([CH2:24][O:25][C:26]2[CH:27]=[C:28]([CH:29]=[CH:30][CH:31]=2)[CH2:32][S:16][C:13]2[CH:14]=[CH:15][C:6]([O:5][CH2:4][C:3]([OH:2])=[O:17])=[C:7]3[C:12]=2[O:11][CH2:10][CH2:9][CH2:8]3)=[CH:22][CH:21]=1. (5) Given the reactants [CH2:1]([O:8][C:9]1[C:14]2[CH2:15][C:16]([CH3:19])([CH3:18])[O:17][C:13]=2[CH:12]=[C:11]([C:20](O)=[O:21])[CH:10]=1)[C:2]1[CH:7]=[CH:6][CH:5]=[CH:4][CH:3]=1.S(Cl)(Cl)=O.[NH2:27][C:28]1[CH:32]=[CH:31][N:30]([CH3:33])[N:29]=1.C(N(CC)CC)C, predict the reaction product. The product is: [CH3:33][N:30]1[CH:31]=[CH:32][C:28]([NH:27][C:20]([C:11]2[CH:10]=[C:9]([O:8][CH2:1][C:2]3[CH:7]=[CH:6][CH:5]=[CH:4][CH:3]=3)[C:14]3[CH2:15][C:16]([CH3:19])([CH3:18])[O:17][C:13]=3[CH:12]=2)=[O:21])=[N:29]1. (6) Given the reactants Br[C:2]1[S:6][C:5]([C:7]([NH:9][C:10]2[CH:15]=[CH:14][CH:13]=[CH:12][C:11]=2[Cl:16])=[O:8])=[CH:4][CH:3]=1.[CH3:17][C:18]1[C:26](B2OC(C)(C)C(C)(C)O2)=[CH:25][C:21]2[N:22]=[CH:23][S:24][C:20]=2[CH:19]=1.C(=O)([O-])[O-].[Na+].[Na+].CC(=O)OCC.[Cl-].[Na+].O, predict the reaction product. The product is: [Cl:16][C:11]1[CH:12]=[CH:13][CH:14]=[CH:15][C:10]=1[NH:9][C:7]([C:5]1[S:6][C:2]([C:26]2[C:18]([CH3:17])=[CH:19][C:20]3[S:24][CH:23]=[N:22][C:21]=3[CH:25]=2)=[CH:3][CH:4]=1)=[O:8]. (7) Given the reactants Br[C:2]1[N:7]=[C:6]2[N:8]([CH2:12][CH:13]3[CH2:18][CH2:17][CH2:16][CH2:15][N:14]3[CH3:19])[C:9](=[O:11])[NH:10][C:5]2=[N:4][CH:3]=1.BrC1N=C(N[CH2:28][CH:29]2[CH2:34][CH2:33][CH2:32][CH2:31]N2C)C(N)=NC=1.C(N1C=CN=C1)(N1C=CN=C1)=[O:38], predict the reaction product. The product is: [OH:38][C:29]1[CH:34]=[CH:33][C:32]([C:2]2[N:7]=[C:6]3[N:8]([CH2:12][CH:13]4[CH2:18][CH2:17][CH2:16][CH2:15][N:14]4[CH3:19])[C:9](=[O:11])[NH:10][C:5]3=[N:4][CH:3]=2)=[CH:31][CH:28]=1. (8) Given the reactants [CH3:1][CH2:2][O-:3].[Na+].Br[CH2:6][CH2:7][CH2:8][O:9][C:10]1[CH:15]=[CH:14][CH:13]=[CH:12][CH:11]=1, predict the reaction product. The product is: [CH2:2]([O:3][CH2:6][CH2:7][CH2:8][O:9][C:10]1[CH:15]=[CH:14][CH:13]=[CH:12][CH:11]=1)[CH3:1]. (9) Given the reactants Br[C:2]1[CH:37]=[CH:36][C:5]([CH2:6][N:7]2[C:11](=[O:12])[N:10]([CH2:13][CH3:14])[C:9]([CH2:15][CH2:16][CH2:17][C:18]3[CH:23]=[CH:22][C:21]([C:24]4[CH:29]=[CH:28][CH:27]=[C:26]([CH2:30][C:31]([O:33][CH2:34][CH3:35])=[O:32])[CH:25]=4)=[CH:20][CH:19]=3)=[N:8]2)=[CH:4][CH:3]=1.P([CH:51]1[CH2:56][CH2:55]CCC1)(C1CCCCC1)C1CCCCC1.C1(B(O)O)CC1.[O-]P([O-])([O-])=O.[K+].[K+].[K+], predict the reaction product. The product is: [CH:55]1([C:2]2[CH:3]=[CH:4][C:5]([CH2:6][N:7]3[C:11](=[O:12])[N:10]([CH2:13][CH3:14])[C:9]([CH2:15][CH2:16][CH2:17][C:18]4[CH:23]=[CH:22][C:21]([C:24]5[CH:29]=[CH:28][CH:27]=[C:26]([CH2:30][C:31]([O:33][CH2:34][CH3:35])=[O:32])[CH:25]=5)=[CH:20][CH:19]=4)=[N:8]3)=[CH:36][CH:37]=2)[CH2:56][CH2:51]1.